From a dataset of Reaction yield outcomes from USPTO patents with 853,638 reactions. Predict the reaction yield, written as a fraction of the theoretical maximum amount of product (1.0 means a 100% yield; for example, 0.34 means a 34% yield). (1) The reactants are [C:1]1([C:14]2[C:22]3[C:21]4[CH:23]=[CH:24][CH:25]=[CH:26][C:20]=4[O:19][C:18]=3[CH:17]=[CH:16][CH:15]=2)[C:9]2[C:8]3[CH:10]=[CH:11][CH:12]=[CH:13][C:7]=3[O:6][C:5]=2[CH:4]=[CH:3][CH:2]=1.C([Li])CCC.[I:32]I.Cl. The catalyst is C1COCC1.CCCCCC. The product is [I:32][C:4]1[C:5]2[O:6][C:7]3[CH:13]=[CH:12][CH:11]=[CH:10][C:8]=3[C:9]=2[C:1]([C:14]2[C:22]3[C:21]4[CH:23]=[CH:24][CH:25]=[CH:26][C:20]=4[O:19][C:18]=3[CH:17]=[CH:16][CH:15]=2)=[CH:2][CH:3]=1. The yield is 0.530. (2) The reactants are [CH3:1][O:2][C:3](=[O:39])[C:4]1[CH:9]=[CH:8][C:7]([CH2:10][CH:11]([C:27]2[CH:32]=[CH:31][C:30]([CH:33]=[CH:34][C:35]([CH3:38])([CH3:37])[CH3:36])=[CH:29][CH:28]=2)[C:12](N2[C@H](CC3C=CC=CC=3)COC2=O)=[O:13])=[CH:6][CH:5]=1.[OH:40]O.[Li+].[OH-]. The product is [CH3:1][O:2][C:3](=[O:39])[C:4]1[CH:9]=[CH:8][C:7]([CH2:10][C@@H:11]([C:12]([OH:13])=[O:40])[C:27]2[CH:32]=[CH:31][C:30]([CH:33]=[CH:34][C:35]([CH3:38])([CH3:37])[CH3:36])=[CH:29][CH:28]=2)=[CH:6][CH:5]=1. The catalyst is C1COCC1.O. The yield is 1.00. (3) The reactants are [Br:1][C:2]1[CH:7]=[CH:6][N:5]=[C:4]([C:8](O)=[O:9])[CH:3]=1.C(N(CC)CC)C.ClC(OCC)=O.[H-].[Al+3].[Li+].[H-].[H-].[H-]. The catalyst is C1C=CC=CC=1.C1COCC1. The product is [Br:1][C:2]1[CH:7]=[CH:6][N:5]=[C:4]([CH2:8][OH:9])[CH:3]=1. The yield is 0.500.